Dataset: Forward reaction prediction with 1.9M reactions from USPTO patents (1976-2016). Task: Predict the product of the given reaction. (1) Given the reactants [CH2:1]([O:3][CH2:4][C:5]1[S:6][C:7]2[C:16]3[CH:15]=[CH:14][CH:13]=[CH:12][C:11]=3[N:10]=[C:9]([NH:17]C(=O)C(Cl)(Cl)Cl)[C:8]=2[N:24]=1)[CH3:2].C[O-].[Na+], predict the reaction product. The product is: [CH2:1]([O:3][CH2:4][C:5]1[S:6][C:7]2[C:16]3[CH:15]=[CH:14][CH:13]=[CH:12][C:11]=3[N:10]=[C:9]([NH2:17])[C:8]=2[N:24]=1)[CH3:2]. (2) Given the reactants [Cl:1][C:2]1[CH:7]=[CH:6][C:5]([OH:8])=[CH:4][C:3]=1[N+:9]([O-:11])=[O:10].[Cl:12][C:13]1[CH:18]=[CH:17][CH:16]=[C:15]([CH2:19]Br)[CH:14]=1, predict the reaction product. The product is: [Cl:12][C:13]1[CH:14]=[C:15]([CH:16]=[CH:17][CH:18]=1)[CH2:19][O:8][C:5]1[CH:6]=[CH:7][C:2]([Cl:1])=[C:3]([N+:9]([O-:11])=[O:10])[CH:4]=1. (3) Given the reactants Cl[CH2:2][C:3]([N:5]1[C:14]2[C:9](=[CH:10][CH:11]=[CH:12][CH:13]=2)[CH2:8][CH2:7][CH2:6]1)=[O:4].[NH:15]1[C:19]2[CH:20]=[CH:21][CH:22]=[CH:23][C:18]=2[N:17]=[C:16]1[SH:24], predict the reaction product. The product is: [NH:15]1[C:19]2[CH:20]=[CH:21][CH:22]=[CH:23][C:18]=2[N:17]=[C:16]1[S:24][CH2:2][C:3]([N:5]1[C:14]2[C:9](=[CH:10][CH:11]=[CH:12][CH:13]=2)[CH2:8][CH2:7][CH2:6]1)=[O:4].